This data is from Peptide-MHC class II binding affinity with 134,281 pairs from IEDB. The task is: Regression. Given a peptide amino acid sequence and an MHC pseudo amino acid sequence, predict their binding affinity value. This is MHC class II binding data. (1) The MHC is DRB1_0301 with pseudo-sequence DRB1_0301. The binding affinity (normalized) is 0.323. The peptide sequence is VEFVTNMGIIIPDFA. (2) The peptide sequence is SQDLELSWNLNWLQAY. The MHC is HLA-DQA10301-DQB10302 with pseudo-sequence HLA-DQA10301-DQB10302. The binding affinity (normalized) is 0.434. (3) The peptide sequence is EAVVKTLQPVSDLLT. The MHC is DRB1_0301 with pseudo-sequence DRB1_0301. The binding affinity (normalized) is 0.836. (4) The peptide sequence is NMVVERLGDYLVEQG. The MHC is HLA-DQA10201-DQB10202 with pseudo-sequence HLA-DQA10201-DQB10202. The binding affinity (normalized) is 0.228.